This data is from Full USPTO retrosynthesis dataset with 1.9M reactions from patents (1976-2016). The task is: Predict the reactants needed to synthesize the given product. Given the product [C:5]1([CH3:10])[C:3]([OH:4])=[CH:1][CH:9]=[CH:8][CH:7]=1.[CH2:11]=[O:12], predict the reactants needed to synthesize it. The reactants are: [C:1]1([CH:9]=[CH:8][CH:7]=[C:5](O)[C:3]=1[OH:4])O.[CH3:10][C:11](C)=[O:12].C(C(C)=O)C.